Dataset: Forward reaction prediction with 1.9M reactions from USPTO patents (1976-2016). Task: Predict the product of the given reaction. Given the reactants [Br:1][C:2]1[CH:3]=[C:4]2[C:8](=[CH:9][CH:10]=1)[NH:7][C:6]1[CH:11]=[N:12][C:13]([CH:15]=O)=[CH:14][C:5]2=1.O.NN.[OH-].[K+], predict the reaction product. The product is: [Br:1][C:2]1[CH:3]=[C:4]2[C:8](=[CH:9][CH:10]=1)[NH:7][C:6]1[CH:11]=[N:12][C:13]([CH3:15])=[CH:14][C:5]2=1.